The task is: Binary Classification. Given a miRNA mature sequence and a target amino acid sequence, predict their likelihood of interaction.. This data is from Experimentally validated miRNA-target interactions with 360,000+ pairs, plus equal number of negative samples. (1) The miRNA is hsa-miR-190a-3p with sequence CUAUAUAUCAAACAUAUUCCU. The protein sequence of the target gene is MDQSGMEIPVTLIIKAPNQKYSDQTISCFLNWTVGKLKTHLSNVYPSKPLTKDQRLVYSGRLLPDHLQLKDILRKQDEYHMVHLVCTSRTPPSSPKSSTNRESHEALASSSNSSSDHSGSTTPSSGQETLSLAVGSSSEGLRQRTLPQAQTDQAQSHQFPYVMQGNVDNQFPGQAAPPGFPVYPAFSPLQMLWWQQMYAHQYYMQYQAAVSAQATSNVNPTQPTTSQPLNLAHVPGEEPPPAPNLVAQENRPMNENVQMNAQGGPVLNEEDFNRDWLDWMYTFSRAAILLSIVYFYSSFS.... Result: 1 (interaction). (2) The miRNA is hsa-miR-1203 with sequence CCCGGAGCCAGGAUGCAGCUC. The protein sequence of the target gene is MCHTSCSSGCQPACCAPSPCQPACCVPSSCQASCCVPVGCQSSVCVPVSFKPAVCLPVSCQSSVCVPMSFKSAVCVPVSCQSSVCVPVSCRPIVCAAPSCQSSLCVPVSCRPVVYAAPSCQSSGCCQPSCTSVLCRPISYSISSCC. Result: 0 (no interaction).